This data is from Catalyst prediction with 721,799 reactions and 888 catalyst types from USPTO. The task is: Predict which catalyst facilitates the given reaction. (1) Reactant: [OH-].[Na+].C([O:5][C:6](=[O:39])[C:7]([CH3:38])([CH3:37])[NH:8][C:9](=[O:36])[C:10]1[CH:15]=[CH:14][CH:13]=[C:12]([C:16]2[C:25]3[C:20](=[CH:21][C:22]([O:31][CH2:32][CH3:33])=[C:23]4[O:28][C:27]([CH3:30])([CH3:29])[CH2:26][C:24]4=3)[CH2:19][C:18]([CH3:35])([CH3:34])[N:17]=2)[CH:11]=1)C.[ClH:40]. Product: [ClH:40].[CH2:32]([O:31][C:22]1[CH:21]=[C:20]2[C:25](=[C:24]3[CH2:26][C:27]([CH3:29])([CH3:30])[O:28][C:23]=13)[C:16]([C:12]1[CH:11]=[C:10]([CH:15]=[CH:14][CH:13]=1)[C:9]([NH:8][C:7]([CH3:37])([C:6]([OH:39])=[O:5])[CH3:38])=[O:36])=[N:17][C:18]([CH3:34])([CH3:35])[CH2:19]2)[CH3:33]. The catalyst class is: 8. (2) Reactant: C([CH:4]1[CH:30]=[C:29]([CH3:31])[CH2:28][CH:27]([CH3:32])[CH2:26][CH:25]([O:33][CH3:34])[CH:24]2[O:35][C:20](O)([CH:21]([CH3:38])[CH2:22][CH:23]2[O:36][CH3:37])[C:19](=[O:40])[C:18](=[O:41])[N:17]2[CH:12]([CH2:13][CH2:14][CH2:15][CH2:16]2)[C:11](=[O:42])[O:10][CH:9](C(C)=CC2CCC(OC(=O)CCCCCCC(O[Si](C(C)(C)C)(C)C)=O)C(OC)C2)[CH:8]([CH3:73])[CH:7](O[Si](C(C)(C)C)(C)C)[CH2:6][C:5]1=[O:82])C=C.C(#N)C.F. Product: [CH3:34][O:33][CH:25]1[CH:24]2[O:35][CH:20]([CH:21]([CH3:38])[CH2:22][CH:23]2[O:36][CH3:37])[C:19](=[O:40])[C:18](=[O:41])[N:17]2[CH:12]([CH2:13][CH2:14][CH2:15][CH2:16]2)[C:11](=[O:42])[O:10][CH2:9][CH:8]([CH3:73])[CH2:7][CH2:6][C:5](=[O:82])[CH2:4][CH:30]=[C:29]([CH3:31])[CH2:28][CH:27]([CH3:32])[CH2:26]1. The catalyst class is: 84. (3) Reactant: [C:1]([O:5][C:6]([NH:8][C@@H:9]1[CH2:14][CH2:13][CH2:12][N:11]([C:15]2[N:32]([CH2:33][C:34]3[CH:39]=[CH:38][CH:37]=[CH:36][C:35]=3[Cl:40])[C:18]3[C:19](=[O:31])[N:20]([CH3:30])[C:21]4[CH:22]=[CH:23][C:24]([C:27]([OH:29])=O)=[CH:25][C:26]=4[C:17]=3[N:16]=2)[CH2:10]1)=[O:7])([CH3:4])([CH3:3])[CH3:2].ON1C2C=CC=CC=2N=N1.Cl.C(N=C=NCCCN(C)C)C.[NH:63]1[CH2:68][CH2:67][O:66][CH2:65][CH2:64]1.[Cl-].[NH4+]. Product: [Cl:40][C:35]1[CH:36]=[CH:37][CH:38]=[CH:39][C:34]=1[CH2:33][N:32]1[C:18]2[C:19](=[O:31])[N:20]([CH3:30])[C:21]3[CH:22]=[CH:23][C:24]([C:27]([N:63]4[CH2:68][CH2:67][O:66][CH2:65][CH2:64]4)=[O:29])=[CH:25][C:26]=3[C:17]=2[N:16]=[C:15]1[N:11]1[CH2:12][CH2:13][CH2:14][C@@H:9]([NH:8][C:6](=[O:7])[O:5][C:1]([CH3:4])([CH3:3])[CH3:2])[CH2:10]1. The catalyst class is: 289. (4) Reactant: [F:1][C:2]1[C:10]([O:11][CH2:12][CH2:13][O:14][CH3:15])=[C:9]2[C:5]([CH:6]=[C:7]([C:16]3[S:17][CH:18]([CH2:21][C:22]([OH:24])=O)[CH2:19][N:20]=3)[NH:8]2)=[CH:4][C:3]=1[O:25][C:26]1[CH:27]=[N:28][C:29]([S:32]([CH3:35])(=[O:34])=[O:33])=[CH:30][CH:31]=1.O[N:37]1C2C=CC=CC=2N=N1.Cl.C(N=C=NCCCN(C)C)C.N. Product: [F:1][C:2]1[C:10]([O:11][CH2:12][CH2:13][O:14][CH3:15])=[C:9]2[C:5]([CH:6]=[C:7]([C:16]3[S:17][CH:18]([CH2:21][C:22]([NH2:37])=[O:24])[CH2:19][N:20]=3)[NH:8]2)=[CH:4][C:3]=1[O:25][C:26]1[CH:27]=[N:28][C:29]([S:32]([CH3:35])(=[O:34])=[O:33])=[CH:30][CH:31]=1. The catalyst class is: 9. (5) Reactant: [F:1][C:2]1[CH:3]=[C:4]([CH:12]2[C:21]3[C:16](=[CH:17][CH:18]=[CH:19][CH:20]=3)[CH2:15][CH2:14][NH:13]2)[CH:5]=[CH:6][C:7]=1[C:8]([F:11])([F:10])[F:9].[CH:22]([N:25]=[C:26]=[O:27])([CH3:24])[CH3:23]. Product: [F:1][C:2]1[CH:3]=[C:4]([CH:12]2[C:21]3[C:16](=[CH:17][CH:18]=[CH:19][CH:20]=3)[CH2:15][CH2:14][N:13]2[C:26]([NH:25][CH:22]([CH3:24])[CH3:23])=[O:27])[CH:5]=[CH:6][C:7]=1[C:8]([F:11])([F:9])[F:10]. The catalyst class is: 2. (6) Product: [C:51]([C:50]1[CH:53]=[C:54]([C:57]2[O:61][N:60]=[C:59]([C:62]3[CH:71]=[CH:70][CH:69]=[C:68]4[C:63]=3[CH2:64][CH2:65][N:66]([C:12](=[O:14])[C@H:9]([NH:8][C:1](=[O:2])[O:3][C:4]([CH3:5])([CH3:6])[CH3:7])[CH2:10][OH:11])[CH2:67]4)[N:58]=2)[CH:55]=[CH:56][C:49]=1[O:48][CH:46]([CH3:47])[CH3:45])#[N:52]. The catalyst class is: 3. Reactant: [C:1]([NH:8][C@@H:9]([C:12]([OH:14])=O)[CH2:10][OH:11])([O:3][C:4]([CH3:7])([CH3:6])[CH3:5])=[O:2].C(N1CCOCC1)C.O.OC1C2N=NNC=2C=CC=1.C(Cl)CCl.FC(F)(F)C(O)=O.[CH3:45][CH:46]([O:48][C:49]1[CH:56]=[CH:55][C:54]([C:57]2[O:61][N:60]=[C:59]([C:62]3[CH:71]=[CH:70][CH:69]=[C:68]4[C:63]=3[CH2:64][CH2:65][NH:66][CH2:67]4)[N:58]=2)=[CH:53][C:50]=1[C:51]#[N:52])[CH3:47]. (7) Reactant: [F:1][C:2]1[CH:19]=[C:18]([CH3:20])[CH:17]=[CH:16][C:3]=1[NH:4][C:5]1[C:6]([C:13]([OH:15])=[O:14])=[CH:7][N:8]([CH3:12])[C:9](=[O:11])[CH:10]=1.FC(F)(F)C(O[C:26]1[C:31]([F:32])=[C:30]([F:33])[C:29]([F:34])=[C:28]([F:35])[C:27]=1[F:36])=O.N1C=CC=CC=1. Product: [F:1][C:2]1[CH:19]=[C:18]([CH3:20])[CH:17]=[CH:16][C:3]=1[NH:4][C:5]1[C:6]([C:13]([O:15][C:26]2[C:27]([F:36])=[C:28]([F:35])[C:29]([F:34])=[C:30]([F:33])[C:31]=2[F:32])=[O:14])=[CH:7][N:8]([CH3:12])[C:9](=[O:11])[CH:10]=1. The catalyst class is: 1. (8) Reactant: [CH3:1][C:2]1[N:6]([C:7]2[S:8][CH:9]=[CH:10][CH:11]=2)[N:5]=[CH:4][CH:3]=1.[I:12]N1C(=O)CCC1=O.C(#N)C. Product: [I:12][C:9]1[S:8][C:7]([N:6]2[C:2]([CH3:1])=[CH:3][CH:4]=[N:5]2)=[CH:11][CH:10]=1.[I:12][C:3]1[CH:4]=[N:5][N:6]([C:7]2[S:8][CH:9]=[CH:10][CH:11]=2)[C:2]=1[CH3:1]. The catalyst class is: 13.